From a dataset of Full USPTO retrosynthesis dataset with 1.9M reactions from patents (1976-2016). Predict the reactants needed to synthesize the given product. (1) Given the product [O:2]=[C:1]1[NH:8][C:9]2[CH:10]=[CH:11][CH:12]=[CH:13][C:14]=2[C:4]2([CH2:6][CH2:37][N:32]([C:25]([O:27][C:28]([CH3:31])([CH3:30])[CH3:29])=[O:26])[CH2:33][CH2:7]2)[O:3]1, predict the reactants needed to synthesize it. The reactants are: [C:1]([NH:8][C:9]1[CH:14]=[CH:13][CH:12]=[CH:11][CH:10]=1)([O:3][C:4]([CH3:7])([CH3:6])C)=[O:2].C([Li])(C)(C)C.CCCCC.[C:25]([N:32]1[CH2:37]CC(=O)C[CH2:33]1)([O:27][C:28]([CH3:31])([CH3:30])[CH3:29])=[O:26]. (2) The reactants are: Br[C:2]1[CH:7]=[CH:6][C:5]([F:8])=[CH:4][N:3]=1.[C:9]([N:12]1[C:21]2[C:16](=[CH:17][C:18]([C:22]([NH:24][CH3:25])=[O:23])=[CH:19][CH:20]=2)[CH:15]([NH2:26])[CH:14]([CH3:27])[CH:13]1[CH:28]1[CH2:30][CH2:29]1)(=[O:11])[CH3:10].CC(C)([O-])C.[Na+].CN(C1C(C2C(P(C3CCCCC3)C3CCCCC3)=CC=CC=2)=CC=CC=1)C. Given the product [C:9]([N:12]1[C:21]2[C:16](=[CH:17][C:18]([C:22]([NH:24][CH3:25])=[O:23])=[CH:19][CH:20]=2)[CH:15]([NH:26][C:2]2[CH:7]=[CH:6][C:5]([F:8])=[CH:4][N:3]=2)[CH:14]([CH3:27])[CH:13]1[CH:28]1[CH2:29][CH2:30]1)(=[O:11])[CH3:10], predict the reactants needed to synthesize it.